Dataset: Forward reaction prediction with 1.9M reactions from USPTO patents (1976-2016). Task: Predict the product of the given reaction. Given the reactants Cl[S:2]([C:5]1[CH:14]=[CH:13][C:12]2[NH:11][C:10](=[O:15])[C:9]3[NH:16][CH:17]=[C:18]([C:19]([OH:21])=[O:20])[C:8]=3[C:7]=2[CH:6]=1)(=[O:4])=[O:3].C(N(CC)CC)C.[NH2:29][CH:30]1[CH2:35][CH2:34][N:33]([C:36]([O:38][C:39]([CH3:42])([CH3:41])[CH3:40])=[O:37])[CH2:32][CH2:31]1, predict the reaction product. The product is: [C:39]([O:38][C:36]([N:33]1[CH2:34][CH2:35][CH:30]([NH:29][S:2]([C:5]2[CH:14]=[CH:13][C:12]3[NH:11][C:10](=[O:15])[C:9]4[NH:16][CH:17]=[C:18]([C:19]([OH:21])=[O:20])[C:8]=4[C:7]=3[CH:6]=2)(=[O:4])=[O:3])[CH2:31][CH2:32]1)=[O:37])([CH3:42])([CH3:40])[CH3:41].